This data is from Full USPTO retrosynthesis dataset with 1.9M reactions from patents (1976-2016). The task is: Predict the reactants needed to synthesize the given product. (1) Given the product [ClH:27].[F:23][C:20]([F:21])([F:22])[O:19][C:14]1[CH:15]=[CH:16][CH:17]=[C:18]2[C:13]=1[C:12](=[O:24])[N:11]1[CH2:25][CH2:26][NH:8][CH2:9][C@H:10]12, predict the reactants needed to synthesize it. The reactants are: C(OC([N:8]1[CH2:26][CH2:25][N:11]2[C:12](=[O:24])[C:13]3[C:18]([C@@H:10]2[CH2:9]1)=[CH:17][CH:16]=[CH:15][C:14]=3[O:19][C:20]([F:23])([F:22])[F:21])=O)(C)(C)C.[ClH:27]. (2) Given the product [ClH:38].[CH2:1]([N:3]1[CH2:8][CH2:7][C:6]([S:16]([C:19]2[CH:20]=[CH:21][C:22]([C:25]3[CH:30]=[CH:29][C:28]([O:31][C:32]([F:37])([F:36])[CH:33]([F:35])[F:34])=[CH:27][CH:26]=3)=[CH:23][CH:24]=2)(=[O:18])=[O:17])([C:9]([OH:11])=[O:10])[CH2:5][CH2:4]1)[CH3:2], predict the reactants needed to synthesize it. The reactants are: [CH2:1]([N:3]1[CH2:8][CH2:7][C:6]([S:16]([C:19]2[CH:24]=[CH:23][C:22]([C:25]3[CH:30]=[CH:29][C:28]([O:31][C:32]([F:37])([F:36])[CH:33]([F:35])[F:34])=[CH:27][CH:26]=3)=[CH:21][CH:20]=2)(=[O:18])=[O:17])([C:9]([O:11]C(C)(C)C)=[O:10])[CH2:5][CH2:4]1)[CH3:2].[ClH:38]. (3) Given the product [CH2:1]([N:8]1[CH:12]([CH2:13][OH:14])[CH2:11][CH2:10][CH:9]1[CH2:16][OH:17])[C:2]1[CH:3]=[CH:4][CH:5]=[CH:6][CH:7]=1, predict the reactants needed to synthesize it. The reactants are: [CH2:1]([N:8]1[CH:12]([C:13]([O-])=[O:14])[CH2:11][CH2:10][CH:9]1[C:16](OCC)=[O:17])[C:2]1[CH:7]=[CH:6][CH:5]=[CH:4][CH:3]=1.[H-].[Al+3].[Li+].[H-].[H-].[H-]. (4) Given the product [CH3:22][O:23][C:24](=[O:35])[CH2:25][CH:26]([NH:34][C:9]([O:11][C:12]([CH3:13])([CH3:14])[CH3:15])=[O:10])[C:27]1[CH:32]=[CH:31][CH:30]=[CH:29][C:28]=1[Cl:33], predict the reactants needed to synthesize it. The reactants are: [C:12]([O:11][C:9](O[C:9]([O:11][C:12]([CH3:15])([CH3:14])[CH3:13])=[O:10])=[O:10])([CH3:15])([CH3:14])[CH3:13].N1C=CC=CC=1.[CH3:22][O:23][C:24](=[O:35])[CH2:25][CH:26]([NH2:34])[C:27]1[CH:32]=[CH:31][CH:30]=[CH:29][C:28]=1[Cl:33]. (5) Given the product [F:29][C:30]([F:43])([F:42])[S:31]([O:12][C:5]1[CH:4]=[CH:3][C:2]([Cl:1])=[CH:7][C:6]=1[C:8](=[O:11])[CH2:9][CH3:10])(=[O:33])=[O:32], predict the reactants needed to synthesize it. The reactants are: [Cl:1][C:2]1[CH:3]=[CH:4][C:5]([OH:12])=[C:6]([C:8](=[O:11])[CH2:9][CH3:10])[CH:7]=1.CN(C1C=CC=CN=1)C.C(N(CC)CC)C.[F:29][C:30]([F:43])([F:42])[S:31](O[S:31]([C:30]([F:43])([F:42])[F:29])(=[O:33])=[O:32])(=[O:33])=[O:32]. (6) Given the product [CH2:44]([O:43][C:41]([NH:40][CH2:39][CH2:38][CH2:37][CH2:36][C@H:25]([O:24][P:22]([CH:18]([NH:17][C:5](=[O:7])[CH2:4][CH2:3][CH2:2][C:8](=[O:15])[CH3:9])[CH:19]([CH3:21])[CH3:20])([O:51][CH2:52][C:53]1[CH:54]=[CH:55][CH:56]=[CH:57][CH:58]=1)=[O:23])[C:26]([O:28][CH2:29][C:30]1[CH:35]=[CH:34][CH:33]=[CH:32][CH:31]=1)=[O:27])=[O:42])[C:45]1[CH:50]=[CH:49][CH:48]=[CH:47][CH:46]=1, predict the reactants needed to synthesize it. The reactants are: O=[C:2]([CH2:8][CH3:9])[CH2:3][CH2:4][C:5]([OH:7])=O.C(Cl)(=[O:15])C(C)(C)C.[NH2:17][CH:18]([P:22]([O:51][CH2:52][C:53]1[CH:58]=[CH:57][CH:56]=[CH:55][CH:54]=1)([O:24][C@@H:25]([CH2:36][CH2:37][CH2:38][CH2:39][NH:40][C:41]([O:43][CH2:44][C:45]1[CH:50]=[CH:49][CH:48]=[CH:47][CH:46]=1)=[O:42])[C:26]([O:28][CH2:29][C:30]1[CH:35]=[CH:34][CH:33]=[CH:32][CH:31]=1)=[O:27])=[O:23])[CH:19]([CH3:21])[CH3:20].[Cl-].[NH4+].